From a dataset of Reaction yield outcomes from USPTO patents with 853,638 reactions. Predict the reaction yield, written as a fraction of the theoretical maximum amount of product (1.0 means a 100% yield; for example, 0.34 means a 34% yield). (1) The reactants are [NH2:1][C:2]1[C:3]([NH:20][CH2:21][CH2:22][CH2:23][CH2:24][CH2:25][OH:26])=[C:4]([NH:8][C:9]([NH:11][C:12]2[CH:17]=[CH:16][C:15]([Cl:18])=[CH:14][C:13]=2[Cl:19])=S)[CH:5]=[CH:6][CH:7]=1.Cl.C(N=C=NCCCN(C)C)C. The catalyst is O1CCCC1.C(OCC)(=O)C. The product is [NH2:1][C:2]1[C:3]2[N:20]([CH2:21][CH2:22][CH2:23][CH2:24][CH2:25][OH:26])[C:9]([NH:11][C:12]3[CH:17]=[CH:16][C:15]([Cl:18])=[CH:14][C:13]=3[Cl:19])=[N:8][C:4]=2[CH:5]=[CH:6][CH:7]=1. The yield is 0.610. (2) The reactants are [CH2:1]([O:8][N:9]1[C:15](=[O:16])[N:14]2[CH2:17][C@H:10]1[CH2:11][CH2:12][C@H:13]2[C:18]([OH:20])=O)[C:2]1[CH:7]=[CH:6][CH:5]=[CH:4][CH:3]=1.[NH2:21][O:22][CH:23]1[CH2:28][CH2:27][N:26]([CH3:29])[CH2:25][CH2:24]1.ON1C2C=CC=CC=2N=N1.Cl.C(N=C=NCCCN(C)C)C. The product is [CH2:1]([O:8][N:9]1[C:15](=[O:16])[N:14]2[CH2:17][C@H:10]1[CH2:11][CH2:12][C@H:13]2[C:18]([NH:21][O:22][CH:23]1[CH2:28][CH2:27][N:26]([CH3:29])[CH2:25][CH2:24]1)=[O:20])[C:2]1[CH:3]=[CH:4][CH:5]=[CH:6][CH:7]=1. The yield is 0.310. The catalyst is C(Cl)Cl. (3) The reactants are [CH2:1]1[C:5]2([CH2:10][CH2:9][O:8][CH2:7][CH2:6]2)[CH2:4][C@@H:3]([C:11]([O:13]CC)=[O:12])[N:2]1[C:16]([O:18][CH2:19][C:20]1[CH:25]=[CH:24][CH:23]=[CH:22][CH:21]=1)=[O:17].O.[OH-].[Li+].Cl. The catalyst is C1COCC1.O.CO. The product is [C:20]1([CH2:19][O:18][C:16]([N:2]2[C@H:3]([C:11]([OH:13])=[O:12])[CH2:4][C:5]3([CH2:10][CH2:9][O:8][CH2:7][CH2:6]3)[CH2:1]2)=[O:17])[CH:25]=[CH:24][CH:23]=[CH:22][CH:21]=1. The yield is 1.00. (4) The reactants are [CH2:1]1[C:10]2[C:5](=[CH:6][CH:7]=[CH:8][CH:9]=2)[CH2:4][CH2:3][N:2]1[CH2:11][CH:12]([OH:30])[CH2:13][O:14][C:15]1[CH:20]=[CH:19][CH:18]=[C:17](B2OC(C)(C)C(C)(C)O2)[CH:16]=1.Br[C:32]1[CH:33]=[N:34][C:35]2[C:40]([CH:41]=1)=[CH:39][CH:38]=[CH:37][CH:36]=2.C([O-])([O-])=O.[K+].[K+]. The yield is 0.532. The catalyst is O1CCOCC1.C1C=CC(P(C2C=CC=CC=2)[C-]2C=CC=C2)=CC=1.C1C=CC(P(C2C=CC=CC=2)[C-]2C=CC=C2)=CC=1.Cl[Pd]Cl.[Fe+2]. The product is [CH2:1]1[C:10]2[C:5](=[CH:6][CH:7]=[CH:8][CH:9]=2)[CH2:4][CH2:3][N:2]1[CH2:11][CH:12]([OH:30])[CH2:13][O:14][C:15]1[CH:20]=[CH:19][CH:18]=[C:17]([C:32]2[CH:33]=[N:34][C:35]3[C:40]([CH:41]=2)=[CH:39][CH:38]=[CH:37][CH:36]=3)[CH:16]=1. (5) The reactants are [CH3:1][C:2]([O-:5])([CH3:4])[CH3:3].[K+].[CH:7]1([C:10](Cl)=[O:11])[CH2:9][CH2:8]1.C(=O)([O-])O.[Na+]. The catalyst is COC(C)(C)C. The product is [C:2]([O:5][C:10]([CH:7]1[CH2:9][CH2:8]1)=[O:11])([CH3:4])([CH3:3])[CH3:1]. The yield is 0.910.